Dataset: Catalyst prediction with 721,799 reactions and 888 catalyst types from USPTO. Task: Predict which catalyst facilitates the given reaction. Product: [O:6]=[C:4]1[C:3]2[C:2](=[CH:10][CH:9]=[CH:8][CH:7]=2)[C:1](=[O:11])[N:5]1[CH2:29][CH2:30][O:31][CH2:32][CH2:33][O:34][CH2:35][CH2:36][O:37][CH2:38][CH2:39][O:40][N:41]1[C:42](=[O:51])[C:43]2[C:48](=[CH:47][CH:46]=[CH:45][CH:44]=2)[C:49]1=[O:50]. The catalyst class is: 3. Reactant: [C:1]1(=[O:11])[NH:5][C:4](=[O:6])[C:3]2=[CH:7][CH:8]=[CH:9][CH:10]=[C:2]12.[K].C(=O)(O)[O-].[Na+].CC1C=CC(S(O[CH2:29][CH2:30][O:31][CH2:32][CH2:33][O:34][CH2:35][CH2:36][O:37][CH2:38][CH2:39][O:40][N:41]2[C:49](=[O:50])[C:48]3[C:43](=[CH:44][CH:45]=[CH:46][CH:47]=3)[C:42]2=[O:51])(=O)=O)=CC=1.